Dataset: Forward reaction prediction with 1.9M reactions from USPTO patents (1976-2016). Task: Predict the product of the given reaction. (1) Given the reactants [C:1]([O:5][C:6](=[O:23])[NH:7][CH:8]1[CH2:12][CH2:11][N:10]([C:13]2[CH:18]=[CH:17][C:16]([N+:19]([O-])=O)=[C:15]([NH2:22])[N:14]=2)[CH2:9]1)([CH3:4])([CH3:3])[CH3:2], predict the reaction product. The product is: [C:1]([O:5][C:6](=[O:23])[NH:7][CH:8]1[CH2:12][CH2:11][N:10]([C:13]2[CH:18]=[CH:17][C:16]([NH2:19])=[C:15]([NH2:22])[N:14]=2)[CH2:9]1)([CH3:4])([CH3:2])[CH3:3]. (2) Given the reactants CN(C(ON1N=NC2C=CC=NC1=2)=[N+](C)C)C.F[P-](F)(F)(F)(F)F.N1([C:30]2[N:31]=[CH:32][C:33]3[CH:38]([C:39](O)=O)[CH2:37][CH2:36][C:34]=3N=2)C=NN=N1.FC1C(C#N)=C(C)C([C@@H]2OC[C@@H]3CNCCN3C2)=CC=1.CCN(C(C)C)C(C)C, predict the reaction product. The product is: [NH:31]1[C:30]2[C:34](=[CH:36][CH:37]=[CH:38][CH:39]=2)[CH2:33][CH2:32]1. (3) The product is: [NH2:1][C@@H:2]1[CH2:7][CH2:6][C@H:5]([C:8]([O:10][CH3:18])=[O:9])[CH2:4][CH2:3]1. Given the reactants [NH2:1][C@@H:2]1[CH2:7][CH2:6][C@H:5]([C:8]([OH:10])=[O:9])[CH2:4][CH2:3]1.S(=O)(=O)(O)O.[NH4+].[OH-].[CH3:18]O, predict the reaction product. (4) The product is: [C:23]([NH:1][C:2]1[CH:3]=[CH:4][C:5]([C:8]2[S:12][C:11]([C:13]3([O:17][CH2:18][C:19]([OH:21])=[O:20])[CH2:14][CH2:15][CH2:16]3)=[N:10][CH:9]=2)=[CH:6][CH:7]=1)(=[O:30])[C:24]1[CH:29]=[CH:28][CH:27]=[CH:26][CH:25]=1. Given the reactants [NH2:1][C:2]1[CH:7]=[CH:6][C:5]([C:8]2[S:12][C:11]([C:13]3([O:17][CH2:18][C:19]([O:21]C)=[O:20])[CH2:16][CH2:15][CH2:14]3)=[N:10][CH:9]=2)=[CH:4][CH:3]=1.[C:23](O)(=[O:30])[C:24]1[CH:29]=[CH:28][CH:27]=[CH:26][CH:25]=1.Cl.C(N=C=NCCCN(C)C)C.O.ON1C2C=CC=CC=2N=N1.CN1CCOCC1.[OH-].[Na+], predict the reaction product. (5) Given the reactants [N:1]([CH:4]1[C:13]2[C:8](=[CH:9][C:10]([F:14])=[CH:11][CH:12]=2)[O:7][C:6]2([CH2:17][N:16]([C:18]([O:20][CH2:21][C:22]3[CH:27]=[CH:26][CH:25]=[CH:24][CH:23]=3)=[O:19])[CH2:15]2)[CH2:5]1)=[N+]=[N-].N(C1C2C(=CC(F)=CC=2)OC2(CCN(C(OC(C)(C)C)=O)CC2)C1)=[N+]=[N-], predict the reaction product. The product is: [NH2:1][CH:4]1[C:13]2[C:8](=[CH:9][C:10]([F:14])=[CH:11][CH:12]=2)[O:7][C:6]2([CH2:15][N:16]([C:18]([O:20][CH2:21][C:22]3[CH:23]=[CH:24][CH:25]=[CH:26][CH:27]=3)=[O:19])[CH2:17]2)[CH2:5]1. (6) Given the reactants [Cl:1][C:2]1[C:3]([N:15]2[CH2:20][CH2:19][N:18](C(OC(C)(C)C)=O)[CH2:17][CH2:16]2)=[N:4][CH:5]=[C:6]([C:8]2[N:9]=[N:10][N:11]([CH2:13][CH3:14])[N:12]=2)[CH:7]=1.C(Cl)[Cl:29].Cl, predict the reaction product. The product is: [ClH:1].[ClH:29].[Cl:1][C:2]1[C:3]([N:15]2[CH2:20][CH2:19][NH:18][CH2:17][CH2:16]2)=[N:4][CH:5]=[C:6]([C:8]2[N:9]=[N:10][N:11]([CH2:13][CH3:14])[N:12]=2)[CH:7]=1. (7) Given the reactants [C:1]([O:5][C:6]([N:8]([CH2:24][CH2:25][C:26]1[CH:31]=[C:30]([F:32])[CH:29]=[CH:28][C:27]=1[OH:33])[CH:9]1[CH2:18][CH2:17][CH2:16][C:15]2[N:14]=[C:13]([C:19]([O:21][CH2:22][CH3:23])=[O:20])[CH:12]=[CH:11][C:10]1=2)=[O:7])([CH3:4])([CH3:3])[CH3:2].Cl[CH2:35][C:36]1[CH:41]=[CH:40][C:39]([CH2:42][CH2:43][C:44]2[CH:49]=[CH:48][C:47]([C:50]([F:53])([F:52])[F:51])=[CH:46][CH:45]=2)=[CH:38][CH:37]=1.C(=O)([O-])[O-].[K+].[K+], predict the reaction product. The product is: [C:1]([O:5][C:6]([N:8]([CH2:24][CH2:25][C:26]1[CH:31]=[C:30]([F:32])[CH:29]=[CH:28][C:27]=1[O:33][CH2:35][C:36]1[CH:37]=[CH:38][C:39]([CH2:42][CH2:43][C:44]2[CH:49]=[CH:48][C:47]([C:50]([F:51])([F:52])[F:53])=[CH:46][CH:45]=2)=[CH:40][CH:41]=1)[CH:9]1[CH2:18][CH2:17][CH2:16][C:15]2[N:14]=[C:13]([C:19]([O:21][CH2:22][CH3:23])=[O:20])[CH:12]=[CH:11][C:10]1=2)=[O:7])([CH3:2])([CH3:3])[CH3:4]. (8) Given the reactants [Cl:1][CH:2]([CH2:12][S:13]([F:18])([F:17])([F:16])([F:15])[F:14])[CH2:3][CH2:4][CH2:5][CH2:6][CH2:7][S:8]([OH:11])(=[O:10])=[O:9].[OH-].[Na+:20], predict the reaction product. The product is: [Cl:1][CH:2]([CH2:12][S:13]([F:18])([F:17])([F:14])([F:15])[F:16])[CH2:3][CH2:4][CH2:5][CH2:6][CH2:7][S:8]([O-:11])(=[O:10])=[O:9].[Na+:20].